This data is from Full USPTO retrosynthesis dataset with 1.9M reactions from patents (1976-2016). The task is: Predict the reactants needed to synthesize the given product. (1) Given the product [CH3:1][C:2]1([CH3:36])[O:6][CH:5]([C:7]2[CH:8]=[CH:9][C:10]3[C:16]4=[N:17][O:18][C:19]([C:21]5[O:25][N:24]=[C:23]([C:26]6[CH:31]=[CH:30][CH:29]=[CH:28][CH:27]=6)[C:22]=5[C:32]([F:35])([F:33])[F:34])=[C:15]4[CH2:14][O:13][C:11]=3[CH:12]=2)[CH2:4][O:3]1, predict the reactants needed to synthesize it. The reactants are: [CH3:1][C:2]1([CH3:36])[O:6][CH:5]([C:7]2[CH:8]=[CH:9][C:10]3[C:16]4=[N:17][O:18][C:19]([C:21]5[O:25][N:24]=[C:23]([C:26]6[CH:31]=[CH:30][CH:29]=[CH:28][CH:27]=6)[C:22]=5[C:32]([F:35])([F:34])[F:33])(O)[CH:15]4[CH2:14][O:13][C:11]=3[CH:12]=2)[CH2:4][O:3]1.N1C=CC=CC=1.S(Cl)(Cl)=O. (2) Given the product [CH3:13][CH:12]1[CH2:14][N:6]2[C:2](=[N:3][C:4]3[CH:10]=[CH:9][CH:8]=[CH:7][C:5]=32)[NH:1][C:11]1=[O:15], predict the reactants needed to synthesize it. The reactants are: [NH2:1][C:2]1[NH:3][C:4]2[CH:10]=[CH:9][CH:8]=[CH:7][C:5]=2[N:6]=1.[C:11](OCC)(=[O:15])[C:12]([CH3:14])=[CH2:13].